From a dataset of Catalyst prediction with 721,799 reactions and 888 catalyst types from USPTO. Predict which catalyst facilitates the given reaction. (1) The catalyst class is: 12. Product: [ClH:1].[Cl:1][C:2]1[CH:3]=[CH:4][C:5]([CH3:23])=[C:6]([N:8]2[CH2:9][CH:10]3[CH:11]([CH2:13][NH:14][CH2:15]3)[CH2:12]2)[CH:7]=1. Reactant: [Cl:1][C:2]1[CH:3]=[CH:4][C:5]([CH3:23])=[C:6]([N:8]2[CH2:12][CH:11]3[CH2:13][N:14](C(OC(C)(C)C)=O)[CH2:15][CH:10]3[CH2:9]2)[CH:7]=1.Cl. (2) Reactant: CS[C:3](=[NH:19])[CH2:4][C:5]1[CH:6]=[CH:7][C:8]2[S:13][C:12]3[N:14]=[CH:15][CH:16]=[N:17][C:11]=3[NH:10][C:9]=2[CH:18]=1.[N:20]#[C:21][NH2:22]. Product: [C:21]([N:22]=[C:3]([NH2:19])[CH2:4][C:5]1[CH:6]=[CH:7][C:8]2[S:13][C:12]3[N:14]=[CH:15][CH:16]=[N:17][C:11]=3[NH:10][C:9]=2[CH:18]=1)#[N:20]. The catalyst class is: 5.